This data is from CYP2C19 inhibition data for predicting drug metabolism from PubChem BioAssay. The task is: Regression/Classification. Given a drug SMILES string, predict its absorption, distribution, metabolism, or excretion properties. Task type varies by dataset: regression for continuous measurements (e.g., permeability, clearance, half-life) or binary classification for categorical outcomes (e.g., BBB penetration, CYP inhibition). Dataset: cyp2c19_veith. (1) The drug is COc1ccccc1-c1cc(NCc2cccs2)ncn1. The result is 1 (inhibitor). (2) The compound is O=C(Cn1cnc2ccccc2c1=O)NCCC(=O)Nc1ccc2c(c1)OCCO2. The result is 0 (non-inhibitor). (3) The molecule is CCC(=O)Nc1ncnc2ncn(C(=O)CC)c12. The result is 0 (non-inhibitor).